From a dataset of Reaction yield outcomes from USPTO patents with 853,638 reactions. Predict the reaction yield, written as a fraction of the theoretical maximum amount of product (1.0 means a 100% yield; for example, 0.34 means a 34% yield). (1) The reactants are [CH2:1]([NH:3][CH2:4][CH3:5])[CH3:2].[C:6]([O:10][C:11]1[CH:16]=[CH:15][C:14]([C:17]2[CH:22]=[CH:21][CH:20]=[CH:19][CH:18]=2)=[CH:13][CH:12]=1)(=[O:9])[C:7]#[CH:8]. The catalyst is C1COCC1. The product is [CH2:1]([N:3]([CH2:4][CH3:5])[CH:8]=[CH:7][C:6]([O:10][C:11]1[CH:16]=[CH:15][C:14]([C:17]2[CH:22]=[CH:21][CH:20]=[CH:19][CH:18]=2)=[CH:13][CH:12]=1)=[O:9])[CH3:2]. The yield is 0.890. (2) The reactants are [OH:1][C:2]1[CH:7]=[CH:6][C:5]([CH2:8][CH2:9][C:10]([O:12]C)=O)=[CH:4][CH:3]=1.Cl.[NH3:15]. No catalyst specified. The product is [OH:1][C:2]1[CH:7]=[CH:6][C:5]([CH2:8][CH2:9][C:10]([NH2:15])=[O:12])=[CH:4][CH:3]=1. The yield is 0.310. (3) The reactants are [CH2:1]([O:3][C:4]1[CH:5]=[C:6]([CH:10]=[CH:11][C:12]=1[O:13][CH2:14][CH3:15])[C:7]([OH:9])=O)[CH3:2].O[NH:17][C:18]([C:20]1[CH:21]=[CH:22][C:23]2[O:27][C:26]([CH2:28][OH:29])=[CH:25][C:24]=2[CH:30]=1)=[NH:19].C(N=C=NCCCN(C)C)C.[F-].C([N+](CCCC)(CCCC)CCCC)CCC. The catalyst is CS(C)=O.O1CCCC1. The product is [CH2:1]([O:3][C:4]1[CH:5]=[C:6]([C:7]2[O:9][N:19]=[C:18]([C:20]3[CH:21]=[CH:22][C:23]4[O:27][C:26]([CH2:28][OH:29])=[CH:25][C:24]=4[CH:30]=3)[N:17]=2)[CH:10]=[CH:11][C:12]=1[O:13][CH2:14][CH3:15])[CH3:2]. The yield is 0.340. (4) The reactants are [CH3:1][N:2]1[CH2:7][CH2:6][N:5]([C:8]2[N:13]3[CH:14]=[C:15]([CH:17]=O)[N:16]=[C:12]3[CH:11]=[CH:10][CH:9]=2)[CH2:4][CH2:3]1.[CH3:19][O:20][C:21]1[CH:26]=[CH:25][C:24]([C@@H:27]([NH:29][C@@H:30]2[C:39]3[N:38]=[CH:37][CH:36]=[CH:35][C:34]=3[CH2:33][CH2:32][CH2:31]2)[CH3:28])=[CH:23][CH:22]=1.C(O)(=O)C.C(O[BH-](OC(=O)C)OC(=O)C)(=O)C.[Na+]. The catalyst is ClC(Cl)C.ClCCl. The product is [CH3:19][O:20][C:21]1[CH:22]=[CH:23][C:24]([C@@H:27]([N:29]([CH2:17][C:15]2[N:16]=[C:12]3[CH:11]=[CH:10][CH:9]=[C:8]([N:5]4[CH2:4][CH2:3][N:2]([CH3:1])[CH2:7][CH2:6]4)[N:13]3[CH:14]=2)[C@@H:30]2[C:39]3[N:38]=[CH:37][CH:36]=[CH:35][C:34]=3[CH2:33][CH2:32][CH2:31]2)[CH3:28])=[CH:25][CH:26]=1. The yield is 0.870. (5) The reactants are [CH3:1][N:2]1[C:6]([C:7]2[CH:8]=[C:9]([C:12]([O:14][CH3:15])=[O:13])[S:10][CH:11]=2)=[CH:5][CH:4]=[N:3]1.[B-](F)(F)(F)[F:17].[B-](F)(F)(F)F.C1[N+]2(CCl)CC[N+](F)(CC2)C1.O. The catalyst is C1COCC1. The product is [F:17][C:5]1[CH:4]=[N:3][N:2]([CH3:1])[C:6]=1[C:7]1[CH:8]=[C:9]([C:12]([O:14][CH3:15])=[O:13])[S:10][CH:11]=1. The yield is 0.330.